This data is from Reaction yield outcomes from USPTO patents with 853,638 reactions. The task is: Predict the reaction yield, written as a fraction of the theoretical maximum amount of product (1.0 means a 100% yield; for example, 0.34 means a 34% yield). (1) The reactants are [F:1][C:2]([F:13])([F:12])[C:3]1[CH:8]=[CH:7][C:6]([N:9]=[C:10]=S)=[CH:5][CH:4]=1.[CH3:14][NH:15][C:16]1[CH:30]=[CH:29][C:19]([O:20][C:21]2[CH:26]=[CH:25][N:24]=[C:23]([C:27]#[N:28])[CH:22]=2)=[CH:18][C:17]=1[NH2:31].CCN(C(C)C)C(C)C.[Cl-].ClC1N(C)CC[NH+]1C. The catalyst is CC#N.O. The product is [CH3:14][N:15]1[C:16]2[CH:30]=[CH:29][C:19]([O:20][C:21]3[CH:26]=[CH:25][N:24]=[C:23]([C:27]#[N:28])[CH:22]=3)=[CH:18][C:17]=2[N:31]=[C:10]1[NH:9][C:6]1[CH:7]=[CH:8][C:3]([C:2]([F:13])([F:12])[F:1])=[CH:4][CH:5]=1. The yield is 0.780. (2) The reactants are C[O:2][C:3](=[O:24])[C:4]1[C:9]([N+:10]([O-:12])=[O:11])=[CH:8][CH:7]=[CH:6][C:5]=1[NH:13][CH2:14][CH2:15][NH:16][C:17]([O:19][C:20]([CH3:23])([CH3:22])[CH3:21])=[O:18].[OH-].[Li+]. The catalyst is C1COCC1.O.C(OCC)(=O)C. The product is [C:20]([O:19][C:17]([NH:16][CH2:15][CH2:14][NH:13][C:5]1[CH:6]=[CH:7][CH:8]=[C:9]([N+:10]([O-:12])=[O:11])[C:4]=1[C:3]([OH:24])=[O:2])=[O:18])([CH3:23])([CH3:21])[CH3:22]. The yield is 0.960. (3) The reactants are [O:1]1[CH2:6][CH2:5][C:4](=O)[CH2:3][CH2:2]1.[CH2:8]([SH:15])[C:9]1[CH:14]=[CH:13][CH:12]=[CH:11][CH:10]=1.[N+:16]([CH3:19])([O-:18])=[O:17].C(N)CN. The catalyst is C(#N)C. The product is [CH2:8]([S:15][C:4]1([CH2:19][N+:16]([O-:18])=[O:17])[CH2:5][CH2:6][O:1][CH2:2][CH2:3]1)[C:9]1[CH:14]=[CH:13][CH:12]=[CH:11][CH:10]=1. The yield is 0.670. (4) The reactants are Cl[C:2]1[CH:7]=[CH:6][N:5]=[C:4]([N:8]2[C:20](=[O:21])[C:19]3[S:18][C:17]4[CH2:16][CH2:15][CH2:14][CH2:13][C:12]=4[C:11]=3[CH:10]=[N:9]2)[C:3]=1[CH:22]=[O:23].[CH3:24][N:25]1[C:30](=[O:31])[C:29]([NH:32][C:33]2[CH:38]=[CH:37][C:36]([N:39]3[CH2:44][CH2:43][N:42]([CH:45]4[CH2:48][O:47][CH2:46]4)[CH2:41][C@H:40]3[CH3:49])=[CH:35][N:34]=2)=[CH:28][C:27](C2C(C=O)=C(N3C=CN4C5CCCCC=5C=C4C3=O)N=CC=2)=[CH:26]1.[O-]P([O-])([O-])=O.[K+].[K+].[K+].C([O-])(=O)C.[Na+]. The catalyst is C1C=CC(P(C2C=CC=CC=2)[C-]2C=CC=C2)=CC=1.C1C=CC(P(C2C=CC=CC=2)[C-]2C=CC=C2)=CC=1.Cl[Pd]Cl.[Fe+2].O.C(#N)C. The product is [CH3:24][N:25]1[C:30](=[O:31])[C:29]([NH:32][C:33]2[CH:38]=[CH:37][C:36]([N:39]3[CH2:44][CH2:43][N:42]([CH:45]4[CH2:46][O:47][CH2:48]4)[CH2:41][C@H:40]3[CH3:49])=[CH:35][N:34]=2)=[CH:28][C:27]([C:2]2[CH:7]=[CH:6][N:5]=[C:4]([N:8]3[C:20](=[O:21])[C:19]4[S:18][C:17]5[CH2:16][CH2:15][CH2:14][CH2:13][C:12]=5[C:11]=4[CH:10]=[N:9]3)[C:3]=2[CH:22]=[O:23])=[CH:26]1. The yield is 0.700.